Dataset: NCI-60 drug combinations with 297,098 pairs across 59 cell lines. Task: Regression. Given two drug SMILES strings and cell line genomic features, predict the synergy score measuring deviation from expected non-interaction effect. (1) Drug 1: CC1=C(C=C(C=C1)C(=O)NC2=CC(=CC(=C2)C(F)(F)F)N3C=C(N=C3)C)NC4=NC=CC(=N4)C5=CN=CC=C5. Drug 2: CC1CCC2CC(C(=CC=CC=CC(CC(C(=O)C(C(C(=CC(C(=O)CC(OC(=O)C3CCCCN3C(=O)C(=O)C1(O2)O)C(C)CC4CCC(C(C4)OC)OCCO)C)C)O)OC)C)C)C)OC. Cell line: RXF 393. Synergy scores: CSS=-14.5, Synergy_ZIP=20.7, Synergy_Bliss=17.6, Synergy_Loewe=-7.05, Synergy_HSA=-8.54. (2) Drug 1: CN1CCC(CC1)COC2=C(C=C3C(=C2)N=CN=C3NC4=C(C=C(C=C4)Br)F)OC. Drug 2: CC1OCC2C(O1)C(C(C(O2)OC3C4COC(=O)C4C(C5=CC6=C(C=C35)OCO6)C7=CC(=C(C(=C7)OC)O)OC)O)O. Cell line: T-47D. Synergy scores: CSS=39.8, Synergy_ZIP=-2.47, Synergy_Bliss=3.94, Synergy_Loewe=0.341, Synergy_HSA=6.01. (3) Drug 1: CC1=C2C(C(=O)C3(C(CC4C(C3C(C(C2(C)C)(CC1OC(=O)C(C(C5=CC=CC=C5)NC(=O)OC(C)(C)C)O)O)OC(=O)C6=CC=CC=C6)(CO4)OC(=O)C)OC)C)OC. Drug 2: CC1=C(C(=O)C2=C(C1=O)N3CC4C(C3(C2COC(=O)N)OC)N4)N. Cell line: COLO 205. Synergy scores: CSS=58.4, Synergy_ZIP=-3.89, Synergy_Bliss=-7.48, Synergy_Loewe=-9.84, Synergy_HSA=-1.51. (4) Drug 1: CC(CN1CC(=O)NC(=O)C1)N2CC(=O)NC(=O)C2. Drug 2: C1CCC(CC1)NC(=O)N(CCCl)N=O. Cell line: BT-549. Synergy scores: CSS=14.2, Synergy_ZIP=3.76, Synergy_Bliss=4.75, Synergy_Loewe=1.41, Synergy_HSA=5.21. (5) Synergy scores: CSS=17.7, Synergy_ZIP=-4.32, Synergy_Bliss=-1.33, Synergy_Loewe=-9.62, Synergy_HSA=-0.681. Drug 2: C1CNP(=O)(OC1)N(CCCl)CCCl. Drug 1: CS(=O)(=O)CCNCC1=CC=C(O1)C2=CC3=C(C=C2)N=CN=C3NC4=CC(=C(C=C4)OCC5=CC(=CC=C5)F)Cl. Cell line: EKVX. (6) Drug 1: CC1=CC2C(CCC3(C2CCC3(C(=O)C)OC(=O)C)C)C4(C1=CC(=O)CC4)C. Drug 2: COCCOC1=C(C=C2C(=C1)C(=NC=N2)NC3=CC=CC(=C3)C#C)OCCOC.Cl. Cell line: SF-268. Synergy scores: CSS=-5.35, Synergy_ZIP=2.98, Synergy_Bliss=-0.362, Synergy_Loewe=-7.54, Synergy_HSA=-5.27. (7) Drug 1: CC1CCC2CC(C(=CC=CC=CC(CC(C(=O)C(C(C(=CC(C(=O)CC(OC(=O)C3CCCCN3C(=O)C(=O)C1(O2)O)C(C)CC4CCC(C(C4)OC)OCCO)C)C)O)OC)C)C)C)OC. Drug 2: CS(=O)(=O)CCNCC1=CC=C(O1)C2=CC3=C(C=C2)N=CN=C3NC4=CC(=C(C=C4)OCC5=CC(=CC=C5)F)Cl. Cell line: HS 578T. Synergy scores: CSS=3.96, Synergy_ZIP=9.39, Synergy_Bliss=10.8, Synergy_Loewe=11.7, Synergy_HSA=10.1. (8) Drug 1: C1C(C(OC1N2C=NC3=C(N=C(N=C32)Cl)N)CO)O. Drug 2: CC=C1C(=O)NC(C(=O)OC2CC(=O)NC(C(=O)NC(CSSCCC=C2)C(=O)N1)C(C)C)C(C)C. Cell line: KM12. Synergy scores: CSS=22.3, Synergy_ZIP=-4.03, Synergy_Bliss=0.677, Synergy_Loewe=-20.6, Synergy_HSA=-0.999. (9) Drug 1: CC1=C(C(=CC=C1)Cl)NC(=O)C2=CN=C(S2)NC3=CC(=NC(=N3)C)N4CCN(CC4)CCO. Drug 2: CC(C)NC(=O)C1=CC=C(C=C1)CNNC.Cl. Cell line: SNB-19. Synergy scores: CSS=6.91, Synergy_ZIP=0.185, Synergy_Bliss=3.44, Synergy_Loewe=-4.35, Synergy_HSA=0.503. (10) Drug 1: COC1=C(C=C2C(=C1)N=CN=C2NC3=CC(=C(C=C3)F)Cl)OCCCN4CCOCC4. Drug 2: C(=O)(N)NO. Cell line: SF-268. Synergy scores: CSS=19.6, Synergy_ZIP=-4.78, Synergy_Bliss=-0.431, Synergy_Loewe=-9.08, Synergy_HSA=-1.23.